This data is from Forward reaction prediction with 1.9M reactions from USPTO patents (1976-2016). The task is: Predict the product of the given reaction. Given the reactants P(Cl)(Cl)(Cl)=O.[CH:6]([C:9]1[CH:17]=[C:16]([CH:18]([CH3:20])[CH3:19])[CH:15]=[C:11]([C:12]([NH2:14])=O)[C:10]=1[OH:21])([CH3:8])[CH3:7], predict the reaction product. The product is: [OH:21][C:10]1[C:9]([CH:6]([CH3:7])[CH3:8])=[CH:17][C:16]([CH:18]([CH3:20])[CH3:19])=[CH:15][C:11]=1[C:12]#[N:14].